This data is from Full USPTO retrosynthesis dataset with 1.9M reactions from patents (1976-2016). The task is: Predict the reactants needed to synthesize the given product. (1) The reactants are: BrC1C=C(C)C(C(N2CCC(N3CCCC3)CC2)=O)=C(C)C=1.BrC1C=C(C)C(C(N2CCC(N3CCC[C@H]3CO)CC2)=O)=C(C)C=1.[CH3:47][C:48]1[C:53]([C:54](O)=[O:55])=[C:52]([CH3:57])[N:51]=[C:50]([C:58]2[CH:63]=[CH:62][CH:61]=[C:60]([C:64]([F:67])([F:66])[F:65])[CH:59]=2)[N:49]=1.[NH:68]1[CH2:73][CH2:72][CH:71]([N:74]2[CH2:78][CH2:77][CH2:76][C@H:75]2[CH2:79][O:80][C:81](=[O:88])[C:82]2[CH:87]=[CH:86][CH:85]=[CH:84][CH:83]=2)[CH2:70][CH2:69]1. Given the product [CH3:57][C:52]1[C:53]([C:54]([N:68]2[CH2:73][CH2:72][CH:71]([N:74]3[CH2:78][CH2:77][CH2:76][C@H:75]3[CH2:79][O:80][C:81](=[O:88])[C:82]3[CH:83]=[CH:84][CH:85]=[CH:86][CH:87]=3)[CH2:70][CH2:69]2)=[O:55])=[C:48]([CH3:47])[N:49]=[C:50]([C:58]2[CH:63]=[CH:62][CH:61]=[C:60]([C:64]([F:67])([F:66])[F:65])[CH:59]=2)[N:51]=1, predict the reactants needed to synthesize it. (2) Given the product [CH2:1]([O:3][C:4](=[O:30])[C:5]([O:22][C:23]1[CH:28]=[CH:27][CH:26]=[C:25]([Br:29])[CH:24]=1)([CH3:21])[CH2:6][C:7]1[CH:8]=[CH:9][C:10]([OH:13])=[CH:11][CH:12]=1)[CH3:2], predict the reactants needed to synthesize it. The reactants are: [CH2:1]([O:3][C:4](=[O:30])[C:5]([O:22][C:23]1[CH:28]=[CH:27][CH:26]=[C:25]([Br:29])[CH:24]=1)([CH3:21])[CH2:6][C:7]1[CH:12]=[CH:11][C:10]([O:13]CC2C=CC=CC=2)=[CH:9][CH:8]=1)[CH3:2].C(OC(=O)C(C)(OC1C=CC=CC=1)CC1C=CC(O)=CC=1)C. (3) The reactants are: Cl[C:2]1[CH:3]=[C:4]([NH:11][C:12]2[CH:17]=[CH:16][CH:15]=[C:14]([N:18]3[CH2:22][CH2:21][CH2:20][CH:19]3[CH3:23])[N:13]=2)[C:5]2[N:6]([CH:8]=[CH:9][N:10]=2)[N:7]=1.CC1(C)C(C)(C)OB([C:32]2[CH:33]=[C:34]3[C:38](=[CH:39][CH:40]=2)[NH:37][N:36]=[CH:35]3)O1.CC(C1C=C(C(C)C)C(C2C=CC=CC=2P(C2CCCCC2)C2CCCCC2)=C(C(C)C)C=1)C.C([O-])([O-])=O.[Na+].[Na+]. Given the product [NH:37]1[C:38]2[C:34](=[CH:33][C:32]([C:2]3[CH:3]=[C:4]([NH:11][C:12]4[CH:17]=[CH:16][CH:15]=[C:14]([N:18]5[CH2:22][CH2:21][CH2:20][CH:19]5[CH3:23])[N:13]=4)[C:5]4[N:6]([CH:8]=[CH:9][N:10]=4)[N:7]=3)=[CH:40][CH:39]=2)[CH:35]=[N:36]1, predict the reactants needed to synthesize it. (4) Given the product [CH3:10][O:11][C:12]1[CH:17]=[CH:16][C:15]([C:18]2([CH:21]=[O:32])[CH2:20][CH2:19]2)=[CH:14][C:13]=1[O:23][C:24]([F:27])([F:26])[F:25], predict the reactants needed to synthesize it. The reactants are: CC(C[AlH]CC(C)C)C.[CH3:10][O:11][C:12]1[CH:17]=[CH:16][C:15]([C:18]2([C:21]#N)[CH2:20][CH2:19]2)=[CH:14][C:13]=1[O:23][C:24]([F:27])([F:26])[F:25].Cl.C1C[O:32]CC1.